From a dataset of Forward reaction prediction with 1.9M reactions from USPTO patents (1976-2016). Predict the product of the given reaction. (1) Given the reactants [C:6]([OH:8])(=O)[C:5]1C=[CH:9][C:5]([C:6]([OH:8])=O)=C[CH:9]=1.[C:18]([O:20]C)(=O)[C:17]1C=[CH:22][C:17]([C:18]([O:20]C)=O)=C[CH:22]=1.C(C1C=CC=CC=1N=C=O)C1C=CC=CC=1N=C=[O:36], predict the reaction product. The product is: [CH3:22][CH:17]([OH:36])[CH2:18][O:20][CH:5]([CH2:6][OH:8])[CH3:9]. (2) Given the reactants [CH3:1][N:2]1[C:10]2[C:5](=[CH:6][CH:7]=[C:8]([N:11]3[CH2:16][CH2:15][N:14]([CH2:17][CH2:18][C:19]4[CH:24]=[CH:23][CH:22]=[CH:21][N:20]=4)[CH2:13][C:12]3=[O:25])[CH:9]=2)[C:4]2[CH2:26][CH2:27][N:28](C(OC(C)(C)C)=O)[CH2:29][C:3]1=2.C1(N)C(F)=C(F)C(F)=C(N)C=1F.[ClH:49].Cl, predict the reaction product. The product is: [ClH:49].[ClH:49].[CH3:1][N:2]1[C:10]2[C:5](=[CH:6][CH:7]=[C:8]([N:11]3[CH2:16][CH2:15][N:14]([CH2:17][CH2:18][C:19]4[CH:24]=[CH:23][CH:22]=[CH:21][N:20]=4)[CH2:13][C:12]3=[O:25])[CH:9]=2)[C:4]2[CH2:26][CH2:27][NH:28][CH2:29][C:3]1=2.